Dataset: Full USPTO retrosynthesis dataset with 1.9M reactions from patents (1976-2016). Task: Predict the reactants needed to synthesize the given product. Given the product [CH3:1][O:2][C:3]1[CH:12]=[C:11]2[C:6]([C:7]([CH3:17])=[CH:8][C:9](=[O:16])[N:10]2[CH2:13][CH2:14][N:18]2[CH2:19][CH2:20][CH:21]([NH:24][S:25]([C:28]3[CH:37]=[CH:36][C:31]4[O:32][CH2:33][CH2:34][O:35][C:30]=4[CH:29]=3)(=[O:27])=[O:26])[CH2:22][CH2:23]2)=[CH:5][CH:4]=1, predict the reactants needed to synthesize it. The reactants are: [CH3:1][O:2][C:3]1[CH:12]=[C:11]2[C:6]([C:7]([CH3:17])=[CH:8][C:9](=[O:16])[N:10]2[CH2:13][CH:14]=O)=[CH:5][CH:4]=1.[NH:18]1[CH2:23][CH2:22][CH:21]([NH:24][S:25]([C:28]2[CH:37]=[CH:36][C:31]3[O:32][CH2:33][CH2:34][O:35][C:30]=3[CH:29]=2)(=[O:27])=[O:26])[CH2:20][CH2:19]1.C(O[BH-](OC(=O)C)OC(=O)C)(=O)C.[Na+].C(=O)([O-])O.[Na+].